From a dataset of Forward reaction prediction with 1.9M reactions from USPTO patents (1976-2016). Predict the product of the given reaction. (1) Given the reactants [CH2:1]([N:8]1[C:14](=[O:15])[O:13][C:11](=O)[C:10]2=[CH:16][CH:17]=[CH:18][CH:19]=[C:9]12)[C:2]1[CH:7]=[CH:6][CH:5]=[CH:4][CH:3]=1.[H-].[Na+].C(OCC)(=O)[CH2:23][C:24]([O:26][CH2:27][CH3:28])=[O:25], predict the reaction product. The product is: [CH2:1]([N:8]1[C:9]2[C:10](=[CH:16][CH:17]=[CH:18][CH:19]=2)[C:11]([OH:13])=[C:23]([C:24]([O:26][CH2:27][CH3:28])=[O:25])[C:14]1=[O:15])[C:2]1[CH:3]=[CH:4][CH:5]=[CH:6][CH:7]=1. (2) Given the reactants [C:1]([N:3]=[S:4]([C:7]1[C:8]([O:20][CH3:21])=[C:9]([CH:13]=[CH:14][C:15]=1[C:16]([F:19])([F:18])[F:17])[C:10]([OH:12])=O)([CH3:6])=[O:5])#[N:2].[OH:22][C:23]1[N:27]([CH3:28])[N:26]=[C:25]([CH3:29])[CH:24]=1.Cl.CN(C)CCCN=C=NCC.C(N(CC)CC)C.[C-]#N.[K+], predict the reaction product. The product is: [OH:22][C:23]1[N:27]([CH3:28])[N:26]=[C:25]([CH3:29])[C:24]=1[C:10](=[O:12])[C:9]1[CH:13]=[CH:14][C:15]([C:16]([F:17])([F:18])[F:19])=[C:7]([S:4]([CH3:6])(=[N:3][C:1]#[N:2])=[O:5])[C:8]=1[O:20][CH3:21].